Task: Regression. Given two drug SMILES strings and cell line genomic features, predict the synergy score measuring deviation from expected non-interaction effect.. Dataset: NCI-60 drug combinations with 297,098 pairs across 59 cell lines (1) Cell line: A549. Synergy scores: CSS=1.06, Synergy_ZIP=-1.07, Synergy_Bliss=-2.06, Synergy_Loewe=-4.76, Synergy_HSA=-4.74. Drug 1: CC(C)(C#N)C1=CC(=CC(=C1)CN2C=NC=N2)C(C)(C)C#N. Drug 2: C1=NC(=NC(=O)N1C2C(C(C(O2)CO)O)O)N. (2) Drug 1: CC1C(C(=O)NC(C(=O)N2CCCC2C(=O)N(CC(=O)N(C(C(=O)O1)C(C)C)C)C)C(C)C)NC(=O)C3=C4C(=C(C=C3)C)OC5=C(C(=O)C(=C(C5=N4)C(=O)NC6C(OC(=O)C(N(C(=O)CN(C(=O)C7CCCN7C(=O)C(NC6=O)C(C)C)C)C)C(C)C)C)N)C. Drug 2: CC(C)NC(=O)C1=CC=C(C=C1)CNNC.Cl. Cell line: UACC62. Synergy scores: CSS=14.0, Synergy_ZIP=-5.32, Synergy_Bliss=2.17, Synergy_Loewe=-16.1, Synergy_HSA=0.632. (3) Drug 1: C1=NC2=C(N=C(N=C2N1C3C(C(C(O3)CO)O)O)F)N. Drug 2: CS(=O)(=O)OCCCCOS(=O)(=O)C. Cell line: SF-295. Synergy scores: CSS=-3.20, Synergy_ZIP=1.13, Synergy_Bliss=0.502, Synergy_Loewe=-2.11, Synergy_HSA=-2.34. (4) Drug 1: CC(C1=C(C=CC(=C1Cl)F)Cl)OC2=C(N=CC(=C2)C3=CN(N=C3)C4CCNCC4)N. Drug 2: CN(C(=O)NC(C=O)C(C(C(CO)O)O)O)N=O. Cell line: RXF 393. Synergy scores: CSS=-0.241, Synergy_ZIP=4.90, Synergy_Bliss=-2.11, Synergy_Loewe=-2.37, Synergy_HSA=-2.38. (5) Drug 1: CN(C)C1=NC(=NC(=N1)N(C)C)N(C)C. Drug 2: CCCCCOC(=O)NC1=NC(=O)N(C=C1F)C2C(C(C(O2)C)O)O. Cell line: OVCAR-5. Synergy scores: CSS=-2.83, Synergy_ZIP=1.11, Synergy_Bliss=0.138, Synergy_Loewe=-3.60, Synergy_HSA=-3.58. (6) Drug 1: CC1=C(C(CCC1)(C)C)C=CC(=CC=CC(=CC(=O)O)C)C. Drug 2: CN(CCCl)CCCl.Cl. Cell line: A498. Synergy scores: CSS=9.77, Synergy_ZIP=-3.86, Synergy_Bliss=0.733, Synergy_Loewe=-0.0908, Synergy_HSA=-0.0755. (7) Drug 1: CCCCC(=O)OCC(=O)C1(CC(C2=C(C1)C(=C3C(=C2O)C(=O)C4=C(C3=O)C=CC=C4OC)O)OC5CC(C(C(O5)C)O)NC(=O)C(F)(F)F)O. Drug 2: N.N.Cl[Pt+2]Cl. Cell line: NCI/ADR-RES. Synergy scores: CSS=39.4, Synergy_ZIP=-8.71, Synergy_Bliss=-1.08, Synergy_Loewe=-4.17, Synergy_HSA=-0.670. (8) Drug 1: C1=CC(=CC=C1CCC2=CNC3=C2C(=O)NC(=N3)N)C(=O)NC(CCC(=O)O)C(=O)O. Drug 2: CC1=CC2C(CCC3(C2CCC3(C(=O)C)OC(=O)C)C)C4(C1=CC(=O)CC4)C. Cell line: NCI-H460. Synergy scores: CSS=47.7, Synergy_ZIP=3.91, Synergy_Bliss=2.97, Synergy_Loewe=-21.2, Synergy_HSA=2.98. (9) Drug 1: C1CCC(C1)C(CC#N)N2C=C(C=N2)C3=C4C=CNC4=NC=N3. Drug 2: CC12CCC3C(C1CCC2OP(=O)(O)O)CCC4=C3C=CC(=C4)OC(=O)N(CCCl)CCCl.[Na+]. Cell line: COLO 205. Synergy scores: CSS=-5.20, Synergy_ZIP=4.33, Synergy_Bliss=0.567, Synergy_Loewe=-8.66, Synergy_HSA=-8.41.